From a dataset of Full USPTO retrosynthesis dataset with 1.9M reactions from patents (1976-2016). Predict the reactants needed to synthesize the given product. (1) The reactants are: [Cl:1][C:2]1[CH:7]=[C:6]([Cl:8])[CH:5]=[CH:4][C:3]=1[C:9]([C:11]1[N:15]([CH2:16][CH2:17][NH:18]C(=O)OC(C)(C)C)[C:14]2[C:26]([N:30]([CH2:33][CH3:34])[CH2:31][CH3:32])=[CH:27][CH:28]=[CH:29][C:13]=2[N:12]=1)=O.Cl. Given the product [Cl:1][C:2]1[CH:7]=[C:6]([Cl:8])[CH:5]=[CH:4][C:3]=1[C:9]1[C:11]2=[N:12][C:13]3[C:14](=[C:26]([N:30]([CH2:33][CH3:34])[CH2:31][CH3:32])[CH:27]=[CH:28][CH:29]=3)[N:15]2[CH2:16][CH2:17][N:18]=1, predict the reactants needed to synthesize it. (2) The reactants are: [Cl:1][C:2]1[CH:18]=[CH:17][C:5]([O:6][C:7]2[C:12]([F:13])=[CH:11][C:10]([CH2:14][OH:15])=[CH:9][C:8]=2[F:16])=[CH:4][CH:3]=1.Cl[C:20]1[CH:31]=[C:24]2[N:25]([CH3:30])[C@H:26]([CH3:29])[CH2:27][CH2:28][N:23]2[C:22](=[O:32])[N:21]=1. Given the product [Cl:1][C:2]1[CH:3]=[CH:4][C:5]([O:6][C:7]2[C:12]([F:13])=[CH:11][C:10]([CH2:14][O:15][C:20]3[CH:31]=[C:24]4[N:25]([CH3:30])[C@H:26]([CH3:29])[CH2:27][CH2:28][N:23]4[C:22](=[O:32])[N:21]=3)=[CH:9][C:8]=2[F:16])=[CH:17][CH:18]=1, predict the reactants needed to synthesize it. (3) Given the product [CH3:43][C:28]([NH:27][CH2:21][CH:20]([C:11]1[C:12]2[O:17][CH2:16][C:15](=[O:18])[NH:14][C:13]=2[CH:19]=[C:9]([OH:8])[CH:10]=1)[OH:26])([CH3:42])[CH2:29][CH2:30][N:31]1[C:35]2[CH:36]=[CH:37][CH:38]=[CH:39][C:34]=2[N:33]([CH3:40])[C:32]1=[O:41], predict the reactants needed to synthesize it. The reactants are: C([O:8][C:9]1[CH:10]=[C:11]([CH:20]([OH:26])[CH:21](OCC)O)[C:12]2[O:17][CH2:16][C:15](=[O:18])[NH:14][C:13]=2[CH:19]=1)C1C=CC=CC=1.[NH2:27][C:28]([CH3:43])([CH3:42])[CH2:29][CH2:30][N:31]1[C:35]2[CH:36]=[CH:37][CH:38]=[CH:39][C:34]=2[N:33]([CH3:40])[C:32]1=[O:41]. (4) Given the product [Cl:1][C:2]1[C:11]([C:12]2[CH:13]=[CH:14][CH:15]=[CH:16][CH:17]=2)=[C:10]([Cl:18])[C:9]2[C:4](=[CH:5][CH:6]=[C:7]([C:19]([C:21]3[N:25]([CH3:26])[C:24]([CH3:27])=[N:23][CH:22]=3)=[O:20])[CH:8]=2)[N:3]=1, predict the reactants needed to synthesize it. The reactants are: [Cl:1][C:2]1[C:11]([C:12]2[CH:17]=[CH:16][CH:15]=[CH:14][CH:13]=2)=[C:10]([Cl:18])[C:9]2[C:4](=[CH:5][CH:6]=[C:7]([CH:19]([C:21]3[N:25]([CH3:26])[C:24]([CH3:27])=[N:23][CH:22]=3)[OH:20])[CH:8]=2)[N:3]=1. (5) Given the product [CH3:5][O:4][CH:3]([O:6][CH3:7])[CH2:2][NH:14][CH:8]1[CH2:13][CH2:12][CH2:11][CH2:10][CH2:9]1, predict the reactants needed to synthesize it. The reactants are: Cl[CH2:2][CH:3]([O:6][CH3:7])[O:4][CH3:5].[CH:8]1([NH2:14])[CH2:13][CH2:12][CH2:11][CH2:10][CH2:9]1.[OH-].[Na+]. (6) Given the product [C:1]([O:5][C:6]([NH:8][CH2:9][CH2:10][CH2:11][C@H:12]([NH:17][C:18]([C:20]1[C:21](=[O:39])[N:22]([CH:26]([C:33]2[CH:38]=[CH:37][CH:36]=[CH:35][CH:34]=2)[C:27]2[CH:32]=[CH:31][CH:30]=[CH:29][CH:28]=2)[CH:23]=[CH:24][CH:25]=1)=[O:19])[C:13]([OH:15])=[O:14])=[O:7])([CH3:4])([CH3:2])[CH3:3], predict the reactants needed to synthesize it. The reactants are: [C:1]([O:5][C:6]([NH:8][CH2:9][CH2:10][CH2:11][C@H:12]([NH:17][C:18]([C:20]1[C:21](=[O:39])[N:22]([CH:26]([C:33]2[CH:38]=[CH:37][CH:36]=[CH:35][CH:34]=2)[C:27]2[CH:32]=[CH:31][CH:30]=[CH:29][CH:28]=2)[CH:23]=[CH:24][CH:25]=1)=[O:19])[C:13]([O:15]C)=[O:14])=[O:7])([CH3:4])([CH3:3])[CH3:2].CO.C1COCC1.[OH-].[Na+]. (7) Given the product [CH:11]([C:10]1[CH:9]=[CH:8][C:4]([C:5]([OH:7])=[O:6])=[CH:3][C:2]=1[C:43]([O:44][CH3:14])=[O:46])([CH3:13])[CH3:12], predict the reactants needed to synthesize it. The reactants are: I[C:2]1[CH:3]=[C:4]([CH:8]=[CH:9][C:10]=1[CH:11]([CH3:13])[CH3:12])[C:5]([OH:7])=[O:6].[C:14]1(P(C2C=CC=CC=2)CCCP(C2C=CC=CC=2)C2C=CC=CC=2)C=CC=CC=1.[C:43](=[O:46])([O-])[O-:44].[K+].[K+].[C]=O. (8) Given the product [CH3:1][O:2][C:3]([C:5]1[N:6]([CH2:22][C:23]2[CH:28]=[CH:27][C:26]([F:29])=[C:25]([F:30])[CH:24]=2)[CH:7]=[C:8]([C:10](=[O:14])[CH:11]([CH3:12])[CH3:13])[CH:9]=1)=[O:4], predict the reactants needed to synthesize it. The reactants are: [CH3:1][O:2][C:3]([C:5]1[NH:6][CH:7]=[C:8]([C:10](=[O:14])[CH:11]([CH3:13])[CH3:12])[CH:9]=1)=[O:4].C(=O)([O-])[O-].[Cs+].[Cs+].Br[CH2:22][C:23]1[CH:28]=[CH:27][C:26]([F:29])=[C:25]([F:30])[CH:24]=1.O. (9) The reactants are: [C:1]([O:5][C:6]([CH:8]1[CH2:13][CH2:12][N:11]([C:14]2[NH:19][C:18](=[O:20])[C:17]([C:21]([O:23][CH2:24][CH3:25])=[O:22])=[CH:16][C:15]=2[C:26]#[N:27])[CH2:10][CH2:9]1)=[O:7])([CH3:4])([CH3:3])[CH3:2].[CH3:28]I. Given the product [C:1]([O:5][C:6]([CH:8]1[CH2:13][CH2:12][N:11]([C:14]2[C:15]([C:26]#[N:27])=[CH:16][C:17]([C:21]([O:23][CH2:24][CH3:25])=[O:22])=[C:18]([O:20][CH3:28])[N:19]=2)[CH2:10][CH2:9]1)=[O:7])([CH3:2])([CH3:4])[CH3:3], predict the reactants needed to synthesize it.